This data is from Forward reaction prediction with 1.9M reactions from USPTO patents (1976-2016). The task is: Predict the product of the given reaction. (1) Given the reactants [F:1][C:2]1[CH:7]=[CH:6][C:5]([C:8]2[CH:29]=[CH:28][C:11]3[N:12]=[C:13]([C:18]4[CH:19]=[C:20]([CH:25]=[CH:26][CH:27]=4)[C:21]([NH:23][NH2:24])=[O:22])[CH2:14][C:15](=[O:17])[NH:16][C:10]=3[CH:9]=2)=[CH:4][CH:3]=1.Cl.[C:31](=N)(OCC)[CH3:32], predict the reaction product. The product is: [F:1][C:2]1[CH:3]=[CH:4][C:5]([C:8]2[CH:29]=[CH:28][C:11]3[N:12]=[C:13]([C:18]4[CH:27]=[CH:26][CH:25]=[C:20]([C:21]5[O:22][C:31]([CH3:32])=[N:24][N:23]=5)[CH:19]=4)[CH2:14][C:15](=[O:17])[NH:16][C:10]=3[CH:9]=2)=[CH:6][CH:7]=1. (2) Given the reactants C[O:2][C:3]([C@@H:5]1[CH2:8][CH2:7][N:6]1[C:9]1[C:18]([N+:19]([O-])=O)=[CH:17][C:12]([C:13]([O:15][CH3:16])=[O:14])=[CH:11][N:10]=1)=O.P(OC1C=CC=CC=1)(OC1C=CC=CC=1)OC1C=CC=CC=1, predict the reaction product. The product is: [O:2]=[C:3]1[NH:19][C:18]2[CH:17]=[C:12]([C:13]([O:15][CH3:16])=[O:14])[CH:11]=[N:10][C:9]=2[N:6]2[CH2:7][CH2:8][C@@H:5]12. (3) Given the reactants [NH:1]1[C:5](B(O)O)=[CH:4][CH:3]=[N:2]1.Cl[C:10]1[N:15]=[C:14]([C:16]2[CH:21]=[CH:20][CH:19]=[C:18]([C:22]#[C:23][C@:24]3([OH:31])[CH2:28][CH2:27][N:26]([CH3:29])[C:25]3=[O:30])[CH:17]=2)[N:13]=[C:12]([C:32]([O:34][CH2:35][CH3:36])=[O:33])[CH:11]=1, predict the reaction product. The product is: [OH:31][C@@:24]1([C:23]#[C:22][C:18]2[CH:17]=[C:16]([C:14]3[N:13]=[C:12]([C:32]([O:34][CH2:35][CH3:36])=[O:33])[CH:11]=[C:10]([C:5]4[NH:1][N:2]=[CH:3][CH:4]=4)[N:15]=3)[CH:21]=[CH:20][CH:19]=2)[CH2:28][CH2:27][N:26]([CH3:29])[C:25]1=[O:30]. (4) Given the reactants [C:1]([O:5][C:6](=[O:20])[C:7]([CH3:19])([S:9][C:10]1[CH:18]=[CH:17][C:13]([C:14]([OH:16])=[O:15])=[CH:12][CH:11]=1)[CH3:8])([CH3:4])([CH3:3])[CH3:2].O[CH2:22][C:23]1[N:27]([CH2:28][CH2:29][CH3:30])[C:26](=[O:31])[N:25]([CH2:32][C:33]2[CH:38]=[CH:37][C:36]([S:39][C:40]([F:43])([F:42])[F:41])=[CH:35][CH:34]=2)[N:24]=1.C1(N=C=NC2CCCCC2)CCCCC1, predict the reaction product. The product is: [C:1]([O:5][C:6](=[O:20])[C:7]([CH3:8])([S:9][C:10]1[CH:11]=[CH:12][C:13]([C:14]([O:16][CH2:22][C:23]2[N:27]([CH2:28][CH2:29][CH3:30])[C:26](=[O:31])[N:25]([CH2:32][C:33]3[CH:38]=[CH:37][C:36]([S:39][C:40]([F:41])([F:42])[F:43])=[CH:35][CH:34]=3)[N:24]=2)=[O:15])=[CH:17][CH:18]=1)[CH3:19])([CH3:2])([CH3:3])[CH3:4]. (5) The product is: [CH2:26]1[N:31]([C:2]2[CH:7]=[C:6]([N:8]3[CH:17]([CH3:18])[CH2:16][C:15]4[C:10](=[CH:11][C:12]([C:19]5[CH:20]=[N:21][N:22]([CH3:24])[CH:23]=5)=[CH:13][CH:14]=4)[CH2:9]3)[N:5]=[C:4]([NH2:25])[N:3]=2)[CH2:30][CH2:29][N:28]2[CH2:32][CH2:33][CH2:34][CH:27]12. Given the reactants Cl[C:2]1[CH:7]=[C:6]([N:8]2[CH:17]([CH3:18])[CH2:16][C:15]3[C:10](=[CH:11][C:12]([C:19]4[CH:20]=[N:21][N:22]([CH3:24])[CH:23]=4)=[CH:13][CH:14]=3)[CH2:9]2)[N:5]=[C:4]([NH2:25])[N:3]=1.[CH2:26]1[NH:31][CH2:30][CH2:29][N:28]2[CH2:32][CH2:33][CH2:34][CH:27]12, predict the reaction product.